Dataset: Reaction yield outcomes from USPTO patents with 853,638 reactions. Task: Predict the reaction yield, written as a fraction of the theoretical maximum amount of product (1.0 means a 100% yield; for example, 0.34 means a 34% yield). (1) The reactants are CO[C:3]([C:5]1[C:6](Cl)=[N:7][CH:8]=[N:9][C:10]=1[Cl:11])=[O:4].[SH:13][CH2:14][C:15]([O:17][CH2:18]C)=[O:16].C(N(CC)CC)C.Cl. The catalyst is C(#N)C.O. The product is [CH3:18][O:17][C:15]([C:14]1[S:13][C:6]2[N:7]=[CH:8][N:9]=[C:10]([Cl:11])[C:5]=2[C:3]=1[OH:4])=[O:16]. The yield is 0.920. (2) The reactants are [Br:1][C:2]1[CH:17]=[CH:16][C:5]([C:6]([NH:8][C:9]2[CH:14]=[CH:13][CH:12]=[CH:11][C:10]=2[OH:15])=O)=[CH:4][CH:3]=1.O.C1(C)C=CC(S(O)(=O)=O)=CC=1.C1(C)C=CC=CC=1. The catalyst is O. The product is [Br:1][C:2]1[CH:17]=[CH:16][C:5]([C:6]2[O:15][C:10]3[CH:11]=[CH:12][CH:13]=[CH:14][C:9]=3[N:8]=2)=[CH:4][CH:3]=1. The yield is 0.610. (3) The reactants are [CH2:1]([O:8][CH2:9][N:10]1[C:14]2[CH:15]=[N:16][NH:17][C:18](=[O:19])[C:13]=2[C:12]([CH:20]([CH3:22])[CH3:21])=[CH:11]1)[C:2]1[CH:7]=[CH:6][CH:5]=[CH:4][CH:3]=1.[CH3:23][Si:24]([CH3:40])([CH3:39])[CH2:25][CH2:26][O:27][CH2:28]N1C2C=NNC(=O)C=2C=C1.[Cl-].[NH4+]. No catalyst specified. The product is [CH2:1]([O:8][CH2:9][N:10]1[C:14]2[CH:15]=[N:16][N:17]([CH2:28][O:27][CH2:26][CH2:25][Si:24]([CH3:40])([CH3:39])[CH3:23])[C:18](=[O:19])[C:13]=2[C:12]([CH:20]([CH3:22])[CH3:21])=[CH:11]1)[C:2]1[CH:7]=[CH:6][CH:5]=[CH:4][CH:3]=1. The yield is 0.620.